This data is from Experimentally validated miRNA-target interactions with 360,000+ pairs, plus equal number of negative samples. The task is: Binary Classification. Given a miRNA mature sequence and a target amino acid sequence, predict their likelihood of interaction. (1) The miRNA is cel-miR-1829a-3p with sequence CAACCAUUGGAAUUUCUCUAUU. The protein sequence of the target gene is MRWGHHLPRASWGSGFRRALQRPDDRIPFLIHWSWPLQGERPFGPPRAFIRHHGSSVDSAPPPGRHGRLFPSASATEAIQRHRRNLAEWFSRLPREERQFGPTFALDTVHVDPVIRESTPDELLRPPAELALEHQPPQAGLPPLALSQLFNPDACGRRVQTVVLYGTVGTGKSTLVRKMVLDWCYGRLPAFELLIPFSCEDLSSLGPAPASLCQLVAQRYTPLKEVLPLMAAAGSHLLFVLHGLEHLNLDFRLAGTGLCSDPEEPQEPAAIIVNLLRKYMLPQASILVTTRPSAIGRIPS.... Result: 0 (no interaction). (2) The miRNA is hsa-miR-6835-3p with sequence AAAAGCACUUUUCUGUCUCCCAG. The protein sequence of the target gene is MEPGPDGPAASGPAAIREGWFRETCSLWPGQALSLQVEQLLHHRRSRYQDILVFRSKTYGNVLVLDGVIQCTERDEFSYQEMIANLPLCSHPNPRKVLIIGGGDGGVLREVVKHPSVESVVQCEIDEDVIQVSKKFLPGMAIGYSSSKLTLHVGDGFEFMKQNQDAFDVIITDSSDPMGPAESLFKESYYQLMKTALKEDGVLCCQGECQWLHLDLIKEMRQFCQSLFPVVAYAYCTIPTYPSGQIGFMLCSKNPSTNFQEPVQPLTQQQVAQMQLKYYNSDVHRAAFVLPEFARKALND.... Result: 0 (no interaction). (3) The miRNA is hsa-miR-4647 with sequence GAAGAUGGUGCUGUGCUGAGGAA. The protein sequence of the target gene is MRRRVFSSQDWRASGWDGMGFFSRRTFCGRSGRSCRGQLVQVSRPEVSAGSLLLPAPQAEDHSSRILYPRPKSLLPKMMNADMDAVDAENQVELEEKTRLINQVLELQHTLEDLSARVDAVKEENLKLKSENQVLGQYIENLMSASSVFQTTDTKSKRK. Result: 1 (interaction). (4) The miRNA is hsa-miR-744-3p with sequence CUGUUGCCACUAACCUCAACCU. The protein sequence of the target gene is MILEERPDGAGAGEESPRLQGCDSLTQIQCGQLQSRRAQIHQQIDKELQMRTGAENLYRATSNNRVRETVALELSYVNSNLQLLKEELEELSGGVDPGRHGSEAVTVPMIPLGLKETKELDWSTPLKELISVHFGEDGASYEAEIRELEALRQAMRTPSRNESGLELLTAYYNQLCFLDARFLTPARSLGLFFHWYDSLTGVPAQQRALAFEKGSVLFNIGALHTQIGARQDRSCTEGARRAMEAFQRAAGAFSLLRENFSHAPSPDMSAASLCALEQLMMAQAQECVFEGLSPPASMAP.... Result: 0 (no interaction). (5) The miRNA is hsa-miR-6871-3p with sequence CAGCACCCUGUGGCUCCCACAG. The protein sequence of the target gene is MAMAEGERTECAEPPRDEPPADGALKRAEELKTQANDYFKAKDYENAIKFYSQAIELNPSNAIYYGNRSLAYLRTECYGYALGDATRAIELDKKYIKGYYRRAASNMALGKFRAALRDYETVVKVKPHDKDAKMKYQECNKIVKQKAFERAIAGDEHKRSVVDSLDIESMTIEDEYSGPKLEDGKVTISFMKELMQWYKDQKKLHRKCAYQILVQVKEVLSKLSTLVETTLKETEKITVCGDTHGQFYDLLNIFELNGLPSETNPYIFNGDFVDRGSFSVEVILTLFGFKLLYPDHFHLL.... Result: 0 (no interaction). (6) The protein sequence of the target gene is MNEEYDVIVLGTGLTECILSGIMSVNGKKVLHMDQNPYYGGESASITPLEDLYKRFKLPGQPPASMGRGRDWNVDLIPKFLMANGQLVKMLLFTEVTRYMDFKVIEGSFVYKGGKIYKVPSTEAEALASSLMGLFEKRRFRKFLVYVANFDEKDPRTFEGVDPKKTSMRDVYKKFDLGQDVIDFTGHSLALYRTDDYLDQPCCETINRIKLYSESLARYGKSPYLYPLYGLGELPQGFARLSAIYGGTYMLNKPIEEIIVQNGKVVGVKSEGEIARCKQLICDPSYVKDRVEKVGQVIRV.... Result: 0 (no interaction). The miRNA is hsa-miR-125a-3p with sequence ACAGGUGAGGUUCUUGGGAGCC.